From a dataset of Reaction yield outcomes from USPTO patents with 853,638 reactions. Predict the reaction yield, written as a fraction of the theoretical maximum amount of product (1.0 means a 100% yield; for example, 0.34 means a 34% yield). (1) The reactants are Br[CH2:2][C:3]1([CH2:26][OH:27])[O:7][N:6]=[C:5]([C:8]2[C:9]([NH:19][CH:20]3[CH2:25][CH2:24][CH2:23][CH2:22][CH2:21]3)=[C:10]3[CH:16]=[N:15][N:14]([CH2:17][CH3:18])[C:11]3=[N:12][CH:13]=2)[CH2:4]1.O.[OH-].[K+]. The catalyst is C(O)C. The product is [CH:20]1([NH:19][C:9]2[C:10]3[CH:16]=[N:15][N:14]([CH2:17][CH3:18])[C:11]=3[N:12]=[CH:13][C:8]=2[C:5]2[CH2:4][C:3]3([CH2:26][O:27][CH2:2]3)[O:7][N:6]=2)[CH2:25][CH2:24][CH2:23][CH2:22][CH2:21]1. The yield is 0.280. (2) The product is [N:8]([CH2:2][CH2:3][O:4][CH2:5][CH2:6][OH:7])=[N+:9]=[N-:10]. The catalyst is O. The yield is 0.690. The reactants are Cl[CH2:2][CH2:3][O:4][CH2:5][CH2:6][OH:7].[N-:8]=[N+:9]=[N-:10].[Na+].[Cl-].[Na+]. (3) The reactants are [Cl:1][C:2]1[CH:7]=[CH:6][CH:5]=[CH:4][C:3]=1[C:8]1[C:9]([C:15]2[CH:20]=[CH:19][C:18]([Cl:21])=[CH:17][CH:16]=2)=[CH:10][C:11](=O)[NH:12][N:13]=1.P(Cl)(Cl)([Cl:24])=O. No catalyst specified. The product is [Cl:24][C:11]1[N:12]=[N:13][C:8]([C:3]2[CH:4]=[CH:5][CH:6]=[CH:7][C:2]=2[Cl:1])=[C:9]([C:15]2[CH:20]=[CH:19][C:18]([Cl:21])=[CH:17][CH:16]=2)[CH:10]=1. The yield is 0.970. (4) The reactants are [Cl:1][C:2]1[CH:7]=[CH:6][CH:5]=[C:4]([Cl:8])[C:3]=1[SH:9].O[CH2:11][C:12]1[C:16]([C:17]([O:19][CH3:20])=[O:18])=[C:15]([CH:21]([CH3:23])[CH3:22])[O:14][N:13]=1.C1(P(C2C=CC=CC=2)C2C=CC=CC=2)C=CC=CC=1.N(C(OC(C)(C)C)=O)=NC(OC(C)(C)C)=O. The catalyst is ClCCl. The product is [Cl:1][C:2]1[CH:7]=[CH:6][CH:5]=[C:4]([Cl:8])[C:3]=1[S:9][CH2:11][C:12]1[C:16]([C:17]([O:19][CH3:20])=[O:18])=[C:15]([CH:21]([CH3:23])[CH3:22])[O:14][N:13]=1. The yield is 1.00.